This data is from Peptide-MHC class I binding affinity with 185,985 pairs from IEDB/IMGT. The task is: Regression. Given a peptide amino acid sequence and an MHC pseudo amino acid sequence, predict their binding affinity value. This is MHC class I binding data. (1) The peptide sequence is KILSDENYL. The MHC is HLA-A11:01 with pseudo-sequence HLA-A11:01. The binding affinity (normalized) is 0. (2) The peptide sequence is TSNLQEQIGW. The MHC is HLA-A03:01 with pseudo-sequence HLA-A03:01. The binding affinity (normalized) is 0. (3) The peptide sequence is LACTDPSER. The MHC is HLA-A11:01 with pseudo-sequence HLA-A11:01. The binding affinity (normalized) is 0.0850. (4) The peptide sequence is IFGTAYGVLF. The MHC is HLA-A23:01 with pseudo-sequence HLA-A23:01. The binding affinity (normalized) is 0.783. (5) The peptide sequence is RRARYWLTY. The MHC is HLA-B27:05 with pseudo-sequence HLA-B27:05. The binding affinity (normalized) is 0.936. (6) The peptide sequence is FLPSKYFPSV. The MHC is HLA-A02:05 with pseudo-sequence YYAMYGEKVAHTHVDTLYLRYHYYTWAVWAYTWY. The binding affinity (normalized) is 0.818. (7) The peptide sequence is YHSNVKEL. The MHC is HLA-A68:01 with pseudo-sequence HLA-A68:01. The binding affinity (normalized) is 0.